From a dataset of Full USPTO retrosynthesis dataset with 1.9M reactions from patents (1976-2016). Predict the reactants needed to synthesize the given product. (1) Given the product [NH:3]1[C:7]2[CH:8]=[CH:9][CH:10]=[CH:11][C:6]=2[N:5]=[C:4]1[CH:12]([NH2:24])[CH2:13][C:14]1[C:15]([F:23])=[CH:16][C:17]([O:21][CH3:22])=[CH:18][C:19]=1[F:20], predict the reactants needed to synthesize it. The reactants are: N#N.[NH:3]1[C:7]2[CH:8]=[CH:9][CH:10]=[CH:11][C:6]=2[N:5]=[C:4]1[CH:12]([NH:24]C(=O)OC(C)(C)C)[CH2:13][C:14]1[C:19]([F:20])=[CH:18][C:17]([O:21][CH3:22])=[CH:16][C:15]=1[F:23].Cl. (2) Given the product [C:1]([C:5]1[CH:10]=[CH:9][C:8]([N+:11]([O-:13])=[O:12])=[CH:7][C:6]=1[CH:18]=[CH:17][CH2:16][CH2:15][OH:19])([CH3:4])([CH3:3])[CH3:2], predict the reactants needed to synthesize it. The reactants are: [C:1]([C:5]1[CH:10]=[CH:9][C:8]([N+:11]([O-:13])=[O:12])=[CH:7][C:6]=1Br)([CH3:4])([CH3:3])[CH3:2].[CH2:15]([OH:19])[CH2:16][CH:17]=[CH2:18]. (3) Given the product [CH:1]1([N:7]2[CH2:13][C@:12]([F:16])([CH:14]=[CH2:15])[C:11](=[O:17])[N:10]([CH3:18])[C:9]3[CH:19]=[N:20][C:21]([NH:23][C:24]4[CH:32]=[CH:31][C:27]([C:28]([NH:59][CH:60]5[CH2:65][CH2:64][N:63]([CH2:66][CH2:67][OH:68])[CH2:62][CH2:61]5)=[O:29])=[CH:26][C:25]=4[O:33][CH3:34])=[N:22][C:8]2=3)[CH2:5][CH2:4][CH2:3][CH2:2]1, predict the reactants needed to synthesize it. The reactants are: [CH:1]1([N:7]2[CH2:13][C@:12]([F:16])([CH:14]=[CH2:15])[C:11](=[O:17])[N:10]([CH3:18])[C:9]3[CH:19]=[N:20][C:21]([NH:23][C:24]4[CH:32]=[CH:31][C:27]([C:28](O)=[O:29])=[CH:26][C:25]=4[O:33][CH3:34])=[N:22][C:8]2=3)C[CH2:5][CH2:4][CH2:3][CH2:2]1.CN(C(ON1N=NC2C=CC=NC1=2)=[N+](C)C)C.F[P-](F)(F)(F)(F)F.[NH2:59][CH:60]1[CH2:65][CH2:64][N:63]([CH2:66][CH2:67][OH:68])[CH2:62][CH2:61]1. (4) Given the product [CH2:52]([O:51][C:49](=[O:50])[CH2:48][CH2:47][NH:44][C:45]([N:4]([CH2:5][C@H:6]1[N:11]([C:12]([C:14]2[CH:18]=[C:17]([CH3:19])[N:16]([C:20]3[CH:21]=[CH:22][CH:23]=[CH:24][CH:25]=3)[C:15]=2[C:26]2[CH:27]=[CH:28][CH:29]=[CH:30][CH:31]=2)=[O:13])[CH2:10][CH2:9][N:8]([C:32]([O:34][C:35]([CH3:36])([CH3:38])[CH3:37])=[O:33])[CH2:7]1)[CH:1]([CH3:3])[CH3:2])=[O:46])[CH3:53], predict the reactants needed to synthesize it. The reactants are: [CH:1]([NH:4][CH2:5][C@H:6]1[N:11]([C:12]([C:14]2[CH:18]=[C:17]([CH3:19])[N:16]([C:20]3[CH:25]=[CH:24][CH:23]=[CH:22][CH:21]=3)[C:15]=2[C:26]2[CH:31]=[CH:30][CH:29]=[CH:28][CH:27]=2)=[O:13])[CH2:10][CH2:9][N:8]([C:32]([O:34][C:35]([CH3:38])([CH3:37])[CH3:36])=[O:33])[CH2:7]1)([CH3:3])[CH3:2].C1COCC1.[N:44]([CH2:47][CH2:48][C:49]([O:51][CH2:52][CH3:53])=[O:50])=[C:45]=[O:46]. (5) Given the product [CH3:38][O:42][NH:43][C:19]([C:16]1[S:15][C:11]2[N:12]=[CH:13][N:14]=[C:9]([NH:8][C:5]3[CH:6]=[CH:7][C:2]([F:1])=[CH:3][C:4]=3[O:22][C@@H:23]3[CH2:27][CH2:26][O:25][CH2:24]3)[C:10]=2[C:17]=1[CH3:18])=[O:21], predict the reactants needed to synthesize it. The reactants are: [F:1][C:2]1[CH:7]=[CH:6][C:5]([NH:8][C:9]2[C:10]3[C:17]([CH3:18])=[C:16]([C:19]([OH:21])=O)[S:15][C:11]=3[N:12]=[CH:13][N:14]=2)=[C:4]([O:22][C@@H:23]2[CH2:27][CH2:26][O:25][CH2:24]2)[CH:3]=1.C(N(CC)CC)C.CN([C:38]([O:42][N:43]1N=NC2C=CC=CC1=2)=[N+](C)C)C.[B-](F)(F)(F)F.Cl.CNO.